From a dataset of Forward reaction prediction with 1.9M reactions from USPTO patents (1976-2016). Predict the product of the given reaction. (1) Given the reactants [C:1]([C:5]1[CH:32]=[CH:31][C:8]([NH:9][C:10]2[CH:29]=[CH:28][C:13]([O:14][C:15]3[C:24]4[C:19](=[CH:20][C:21]([OH:27])=[C:22]([O:25][CH3:26])[CH:23]=4)[N:18]=[CH:17][CH:16]=3)=[CH:12][C:11]=2[F:30])=[CH:7][CH:6]=1)([CH3:4])([CH3:3])[CH3:2].C(=O)([O-])[O-].[K+].[K+].Cl.Cl[CH2:41][CH2:42][N:43]1[CH2:48][CH2:47][O:46][CH2:45][CH2:44]1.CN(C)C=O, predict the reaction product. The product is: [C:1]([C:5]1[CH:32]=[CH:31][C:8]([NH:9][C:10]2[CH:29]=[CH:28][C:13]([O:14][C:15]3[C:24]4[C:19](=[CH:20][C:21]([O:27][CH2:41][CH2:42][N:43]5[CH2:48][CH2:47][O:46][CH2:45][CH2:44]5)=[C:22]([O:25][CH3:26])[CH:23]=4)[N:18]=[CH:17][CH:16]=3)=[CH:12][C:11]=2[F:30])=[CH:7][CH:6]=1)([CH3:4])([CH3:2])[CH3:3]. (2) Given the reactants C([O:3][C:4](=[O:23])[CH2:5][C:6]1[CH:11]=[CH:10][C:9]([NH:12][C:13]([O:15][CH2:16][C:17]2[CH:22]=[CH:21][CH:20]=[CH:19][CH:18]=2)=[O:14])=[CH:8][N:7]=1)C.O1CCCC1.[OH-].[Na+:30], predict the reaction product. The product is: [CH2:16]([O:15][C:13]([NH:12][C:9]1[CH:10]=[CH:11][C:6]([CH2:5][C:4]([O-:23])=[O:3])=[N:7][CH:8]=1)=[O:14])[C:17]1[CH:22]=[CH:21][CH:20]=[CH:19][CH:18]=1.[Na+:30]. (3) Given the reactants Br[C:2]1[CH:11]=[CH:10][C:9]([F:12])=[CH:8][C:3]=1[C:4]([O:6][CH3:7])=[O:5].C([Sn](CCCC)(CCCC)[C:18]1[O:19][CH:20]=[CH:21][N:22]=1)CCC, predict the reaction product. The product is: [F:12][C:9]1[CH:10]=[CH:11][C:2]([C:18]2[O:19][CH:20]=[CH:21][N:22]=2)=[C:3]([CH:8]=1)[C:4]([O:6][CH3:7])=[O:5]. (4) Given the reactants [F:1][C:2]([F:46])([F:45])[C:3]1[CH:4]=[C:5]([CH:38]=[C:39]([C:41]([F:44])([F:43])[F:42])[CH:40]=1)[CH2:6][N:7]([C:32]1[N:33]=[N:34][N:35]([CH3:37])[N:36]=1)[C@H:8]1[CH2:14][CH2:13][CH2:12][N:11]([CH2:15][C@H:16]2[CH2:21][CH2:20][C@H:19]([C:22]([O:24]C)=[O:23])[CH2:18][CH2:17]2)[C:10]2[C:26]([CH3:31])=[CH:27][C:28]([CH3:30])=[CH:29][C:9]1=2.[OH-].[Na+], predict the reaction product. The product is: [F:44][C:41]([F:42])([F:43])[C:39]1[CH:38]=[C:5]([CH2:6][N:7]([C:32]2[N:33]=[N:34][N:35]([CH3:37])[N:36]=2)[C@@H:8]2[C:9]3[CH:29]=[C:28]([CH3:30])[CH:27]=[C:26]([CH3:31])[C:10]=3[N:11]([CH2:15][C@H:16]3[CH2:21][CH2:20][C@H:19]([C:22]([OH:24])=[O:23])[CH2:18][CH2:17]3)[CH2:12][CH2:13][CH2:14]2)[CH:4]=[C:3]([C:2]([F:1])([F:46])[F:45])[CH:40]=1. (5) Given the reactants [Cl:1][C:2]1[CH:3]=[CH:4][C:5]([O:16][CH2:17][C:18]2[CH:23]=[CH:22][CH:21]=[CH:20][CH:19]=2)=[C:6]([CH2:8][C:9]2[S:10][CH:11]=[C:12]([C:14]#[N:15])[N:13]=2)[CH:7]=1.[CH2:24]([OH:26])[CH3:25].Cl, predict the reaction product. The product is: [ClH:1].[Cl:1][C:2]1[CH:3]=[CH:4][C:5]([O:16][CH2:17][C:18]2[CH:19]=[CH:20][CH:21]=[CH:22][CH:23]=2)=[C:6]([CH2:8][C:9]2[S:10][CH:11]=[C:12]([C:14](=[NH:15])[O:26][CH2:24][CH3:25])[N:13]=2)[CH:7]=1.